Dataset: Catalyst prediction with 721,799 reactions and 888 catalyst types from USPTO. Task: Predict which catalyst facilitates the given reaction. (1) Reactant: [C:1]([Si:5]([O:18][CH:19]1[CH2:25][CH2:24][CH:23]=[CH:22][CH2:21][CH2:20]1)([C:12]1[CH:17]=[CH:16][CH:15]=[CH:14][CH:13]=1)[C:6]1[CH:11]=[CH:10][CH:9]=[CH:8][CH:7]=1)([CH3:4])([CH3:3])[CH3:2].[N+](=[CH:28][C:29]([O:31][CH2:32][CH3:33])=[O:30])=[N-]. Product: [CH2:32]([O:31][C:29]([CH:28]1[CH:22]2[CH:23]1[CH2:24][CH2:25][CH:19]([O:18][Si:5]([C:1]([CH3:4])([CH3:2])[CH3:3])([C:12]1[CH:17]=[CH:16][CH:15]=[CH:14][CH:13]=1)[C:6]1[CH:11]=[CH:10][CH:9]=[CH:8][CH:7]=1)[CH2:20][CH2:21]2)=[O:30])[CH3:33]. The catalyst class is: 4. (2) Reactant: CC(OI1(OC(C)=O)(OC(C)=O)OC(=O)C2C=CC=CC1=2)=O.[N:23]1[N:24]=[N:25][N:26]2[CH2:32][CH2:31][CH:30]([OH:33])[CH2:29][CH2:28][C:27]=12.C(=O)(O)[O-].[Na+]. Product: [N:23]1[N:24]=[N:25][N:26]2[CH2:32][CH2:31][C:30](=[O:33])[CH2:29][CH2:28][C:27]=12. The catalyst class is: 1.